From a dataset of Reaction yield outcomes from USPTO patents with 853,638 reactions. Predict the reaction yield, written as a fraction of the theoretical maximum amount of product (1.0 means a 100% yield; for example, 0.34 means a 34% yield). (1) The reactants are [CH3:1][C:2]1[CH:7]=[CH:6][N:5]=[CH:4][C:3]=1[N:8]1[CH2:12][CH2:11][NH:10][C:9]1=[O:13].Br[C:15]1[S:16][CH:17]=[CH:18][CH:19]=1.N[C@@H]1CCCC[C@H]1N.C(=O)([O-])[O-].[K+].[K+]. The catalyst is [Cu](I)I.O1CCOCC1. The product is [CH3:1][C:2]1[CH:7]=[CH:6][N:5]=[CH:4][C:3]=1[N:8]1[CH2:12][CH2:11][N:10]([C:15]2[S:16][CH:17]=[CH:18][CH:19]=2)[C:9]1=[O:13]. The yield is 0.484. (2) The reactants are [CH3:1][O:2][C:3]1[C:24]([O:25][CH3:26])=[CH:23][C:6]2[CH2:7][C:8](=[O:22])[N:9]([CH2:13][C:14]3[CH:19]=[CH:18][C:17]([O:20][CH3:21])=[CH:16][CH:15]=3)[C:10](=O)[CH2:11][C:5]=2[CH:4]=1.[Cl-].[NH4+].O.ClCCl. The catalyst is C1COCC1. The product is [CH3:1][O:2][C:3]1[C:24]([O:25][CH3:26])=[CH:23][C:6]2[CH2:7][C:8](=[O:22])[N:9]([CH2:13][C:14]3[CH:15]=[CH:16][C:17]([O:20][CH3:21])=[CH:18][CH:19]=3)[CH:10]=[CH:11][C:5]=2[CH:4]=1. The yield is 0.630. (3) The reactants are [NH2:1][C:2]1[N:3]=[C:4]([N:17]2[CH2:22][CH2:21][NH:20][CH2:19][CH2:18]2)[C:5]2[N:10]=[C:9]([C:11]3[CH:12]=[N:13][CH:14]=[CH:15][CH:16]=3)[S:8][C:6]=2[N:7]=1.[C:23]1([CH3:32])[CH:28]=[CH:27][C:26]([N:29]=[C:30]=[O:31])=[CH:25][CH:24]=1. The catalyst is O1CCOCC1. The product is [NH2:1][C:2]1[N:3]=[C:4]([N:17]2[CH2:18][CH2:19][N:20]([C:30]([NH:29][C:26]3[CH:27]=[CH:28][C:23]([CH3:32])=[CH:24][CH:25]=3)=[O:31])[CH2:21][CH2:22]2)[C:5]2[N:10]=[C:9]([C:11]3[CH:12]=[N:13][CH:14]=[CH:15][CH:16]=3)[S:8][C:6]=2[N:7]=1. The yield is 0.790. (4) The reactants are [CH:1]#[C:2][CH2:3][N:4]1[CH:8]=[CH:7][N:6]=[N:5]1.[C:9]([C:11]1[CH:27]=[CH:26][C:14]([CH2:15][NH:16][C:17](=[O:25])[C:18]2[CH:23]=[CH:22][CH:21]=[C:20](I)[CH:19]=2)=[CH:13][CH:12]=1)#[N:10].C(N(C(C)C)CC)(C)C. The catalyst is CN(C)C=O.C1COCC1.[Cu]I.Cl[Pd](Cl)([P](C1C=CC=CC=1)(C1C=CC=CC=1)C1C=CC=CC=1)[P](C1C=CC=CC=1)(C1C=CC=CC=1)C1C=CC=CC=1. The product is [C:9]([C:11]1[CH:12]=[CH:13][C:14]([CH2:15][NH:16][C:17](=[O:25])[C:18]2[CH:23]=[CH:22][CH:21]=[C:20]([C:1]#[C:2][CH2:3][N:4]3[CH:8]=[CH:7][N:6]=[N:5]3)[CH:19]=2)=[CH:26][CH:27]=1)#[N:10]. The yield is 0.360. (5) The reactants are [CH3:1][CH:2]1[CH:10]([CH3:11])[C:9]2[C:4](=[CH:5][CH:6]=[CH:7][CH:8]=2)[C:3]1=[O:12].[CH3:13][Li].[Cl-].[NH4+]. The catalyst is C(OCC)C. The product is [CH3:13][C:3]1([OH:12])[C:4]2[C:9](=[CH:8][CH:7]=[CH:6][CH:5]=2)[CH:10]([CH3:11])[CH:2]1[CH3:1]. The yield is 0.920. (6) The reactants are CN(CCN(C)C)C.[Li][CH:10]([CH2:12]C)[CH3:11].[F:14][C:15]1[CH:16]=[C:17]([CH:21]=[CH:22][C:23]=1[F:24])[C:18]([OH:20])=[O:19].CSC.BrCC=C. The catalyst is C1COCC1. The product is [CH2:12]([C:16]1[C:15]([F:14])=[C:23]([F:24])[CH:22]=[CH:21][C:17]=1[C:18]([OH:20])=[O:19])[CH:10]=[CH2:11]. The yield is 0.550.